Dataset: Full USPTO retrosynthesis dataset with 1.9M reactions from patents (1976-2016). Task: Predict the reactants needed to synthesize the given product. (1) Given the product [Cl:30][C:31]1[CH:38]=[CH:37][C:34]([CH:35]([OH:36])[C:17]2[C:11]3[C:12](=[N:13][CH:14]=[C:9]([NH:8][C:6](=[O:7])[C:5]4[C:18]([F:29])=[CH:19][CH:20]=[C:21]([NH:22][S:23]([CH2:26][CH2:27][CH3:28])(=[O:25])=[O:24])[C:4]=4[F:3])[CH:10]=3)[NH:15][CH:16]=2)=[CH:33][CH:32]=1, predict the reactants needed to synthesize it. The reactants are: [OH-].[K+].[F:3][C:4]1[C:21]([NH:22][S:23]([CH2:26][CH2:27][CH3:28])(=[O:25])=[O:24])=[CH:20][CH:19]=[C:18]([F:29])[C:5]=1[C:6]([NH:8][C:9]1[CH:10]=[C:11]2[CH:17]=[CH:16][NH:15][C:12]2=[N:13][CH:14]=1)=[O:7].[Cl:30][C:31]1[CH:38]=[CH:37][C:34]([CH:35]=[O:36])=[CH:33][CH:32]=1. (2) Given the product [Cl:27][C:28]1[CH:29]=[C:30]2[C:39](=[CH:40][CH:41]=1)[C:38]([NH:42][CH2:43][CH2:44][CH2:45][CH2:46][CH2:47][CH2:48][CH2:49][CH2:50][NH:51][C:12](=[O:14])[CH2:11][CH2:10][C:3]1[C:4]3[C:9](=[CH:8][CH:7]=[CH:6][CH:5]=3)[NH:1][CH:2]=1)=[C:37]1[C:32]([CH2:33][CH2:34][CH2:35][CH2:36]1)=[N:31]2, predict the reactants needed to synthesize it. The reactants are: [NH:1]1[C:9]2[C:4](=[CH:5][CH:6]=[CH:7][CH:8]=2)[C:3]([CH2:10][CH2:11][C:12]([OH:14])=O)=[CH:2]1.C(N1C=CN=C1)(N1C=CN=C1)=O.[Cl:27][C:28]1[CH:29]=[C:30]2[C:39](=[CH:40][CH:41]=1)[C:38]([NH:42][CH2:43][CH2:44][CH2:45][CH2:46][CH2:47][CH2:48][CH2:49][CH2:50][NH2:51])=[C:37]1[C:32]([CH2:33][CH2:34][CH2:35][CH2:36]1)=[N:31]2. (3) Given the product [CH2:10]([NH:14][C:4](=[O:5])[C:3]([CH3:9])([CH3:8])[CH2:2][OH:1])[CH2:11][CH2:12][CH3:13], predict the reactants needed to synthesize it. The reactants are: [OH:1][CH2:2][C:3]([CH3:9])([CH3:8])[C:4](OC)=[O:5].[CH2:10]([NH2:14])[CH2:11][CH2:12][CH3:13]. (4) Given the product [C:1]([NH:4][CH:5]([CH:9]1[CH2:14][CH2:13][CH2:12][CH2:11][CH:10]1[CH3:15])[C:6]([OH:8])=[O:7])(=[O:3])[CH3:2], predict the reactants needed to synthesize it. The reactants are: [C:1]([NH:4][CH:5]([C:9]1[CH:14]=[CH:13][CH:12]=[CH:11][C:10]=1[CH3:15])[C:6]([OH:8])=[O:7])(=[O:3])[CH3:2]. (5) The reactants are: [NH2:1][C:2]1[CH:11]=[C:10]2[C:5]([CH2:6][N:7]([CH2:21][C:22]3[CH:27]=[CH:26][C:25]([O:28][CH3:29])=[CH:24][CH:23]=3)[C:8](=[O:20])[N:9]2[C:12]2[C:17]([Cl:18])=[CH:16][CH:15]=[CH:14][C:13]=2[Cl:19])=[C:4]([C:30]2[CH:35]=[CH:34][CH:33]=[CH:32][C:31]=2[Cl:36])[CH:3]=1.[C:37]([N:41]1[CH2:46][CH2:45][C:44](=O)[CH2:43][CH2:42]1)([CH3:40])([CH3:39])[CH3:38]. Given the product [C:37]([N:41]1[CH2:46][CH2:45][CH:44]([NH:1][C:2]2[CH:11]=[C:10]3[C:5]([CH2:6][N:7]([CH2:21][C:22]4[CH:23]=[CH:24][C:25]([O:28][CH3:29])=[CH:26][CH:27]=4)[C:8](=[O:20])[N:9]3[C:12]3[C:17]([Cl:18])=[CH:16][CH:15]=[CH:14][C:13]=3[Cl:19])=[C:4]([C:30]3[CH:35]=[CH:34][CH:33]=[CH:32][C:31]=3[Cl:36])[CH:3]=2)[CH2:43][CH2:42]1)([CH3:40])([CH3:39])[CH3:38], predict the reactants needed to synthesize it. (6) Given the product [CH2:12]([O:8][B:7]([C:4]1[CH:5]=[CH:6][C:1]([CH2:10][Br:18])=[CH:2][CH:3]=1)[OH:9])[C:13]([CH3:17])([CH3:15])[CH3:14], predict the reactants needed to synthesize it. The reactants are: [C:1]1([CH3:10])[CH:6]=[CH:5][C:4]([B:7]([OH:9])[OH:8])=[CH:3][CH:2]=1.O[CH2:12][C:13]([CH3:17])([CH2:15]O)[CH3:14].[Br:18]N1C(=O)CCC1=O.C(OOC(=O)C1C=CC=CC=1)(=O)C1C=CC=CC=1. (7) Given the product [C:33]([NH:1][C@H:2]1[CH2:7][CH2:6][C@H:5]([NH:8][C:9]([C:11]2[C:15]3[N:16]=[CH:17][N:18]=[C:19]([C:20]4[CH:25]=[CH:24][C:23]([O:26][CH3:27])=[CH:22][C:21]=4[O:28][CH2:29][CH2:30][O:31][CH3:32])[C:14]=3[NH:13][CH:12]=2)=[O:10])[CH2:4][CH2:3]1)(=[O:35])[CH3:34], predict the reactants needed to synthesize it. The reactants are: [NH2:1][C@H:2]1[CH2:7][CH2:6][C@H:5]([NH:8][C:9]([C:11]2[C:15]3[N:16]=[CH:17][N:18]=[C:19]([C:20]4[CH:25]=[CH:24][C:23]([O:26][CH3:27])=[CH:22][C:21]=4[O:28][CH2:29][CH2:30][O:31][CH3:32])[C:14]=3[NH:13][CH:12]=2)=[O:10])[CH2:4][CH2:3]1.[C:33](Cl)(=[O:35])[CH3:34].